Dataset: Catalyst prediction with 721,799 reactions and 888 catalyst types from USPTO. Task: Predict which catalyst facilitates the given reaction. (1) Reactant: [CH2:1]([C:8]1([C:13]2[CH:14]=[C:15]3[C:19](=[CH:20][CH:21]=2)[NH:18][C:17]([C:22]#[N:23])=[CH:16]3)[CH2:12][CH2:11][NH:10][CH2:9]1)[C:2]1[CH:7]=[CH:6][CH:5]=[CH:4][CH:3]=1.[OH2:24].[OH-].[K+]. Product: [CH2:1]([C:8]1([C:13]2[CH:14]=[C:15]3[C:19](=[CH:20][CH:21]=2)[NH:18][C:17]([C:22]([NH2:23])=[O:24])=[CH:16]3)[CH2:12][CH2:11][NH:10][CH2:9]1)[C:2]1[CH:7]=[CH:6][CH:5]=[CH:4][CH:3]=1. The catalyst class is: 14. (2) Reactant: [CH2:1]([NH2:6])[CH2:2][CH2:3][CH2:4][CH3:5].C(N(CC)CC)C.Cl[C:15]([O:17][CH2:18][Cl:19])=[O:16].Cl. Product: [CH2:1]([NH:6][C:15](=[O:16])[O:17][CH2:18][Cl:19])[CH2:2][CH2:3][CH2:4][CH3:5]. The catalyst class is: 11.